Dataset: Full USPTO retrosynthesis dataset with 1.9M reactions from patents (1976-2016). Task: Predict the reactants needed to synthesize the given product. (1) The reactants are: [NH:1]1[CH2:6][CH2:5][CH:4]([N:7]2[C:11]3[CH:12]=[CH:13][CH:14]=[CH:15][C:10]=3[NH:9][C:8]2=[O:16])[CH2:3][CH2:2]1.O=[C:18]1[CH2:22][CH2:21][N:20]([C:23]([O:25][C:26]([CH3:29])([CH3:28])[CH3:27])=[O:24])[CH2:19]1. Given the product [O:16]=[C:8]1[N:7]([CH:4]2[CH2:3][CH2:2][N:1]([CH:22]3[CH2:18][CH2:19][N:20]([C:23]([O:25][C:26]([CH3:29])([CH3:28])[CH3:27])=[O:24])[CH2:21]3)[CH2:6][CH2:5]2)[C:11]2[CH:12]=[CH:13][CH:14]=[CH:15][C:10]=2[NH:9]1, predict the reactants needed to synthesize it. (2) Given the product [F:25][C:3]1[CH:4]=[C:5]([C:8]2[CH:9]=[CH:10][C:11]([C:14]([C@@H:16]3[CH2:20][CH2:19][CH2:18][C@H:17]3[C:21]([OH:23])=[O:22])=[O:15])=[CH:12][CH:13]=2)[CH:6]=[CH:7][C:2]=1[NH:1][C:32]1[O:33][C:29]2[CH:28]=[C:27]([CH3:26])[CH:39]=[CH:38][C:30]=2[N:31]=1, predict the reactants needed to synthesize it. The reactants are: [NH2:1][C:2]1[CH:7]=[CH:6][C:5]([C:8]2[CH:13]=[CH:12][C:11]([C:14]([C@@H:16]3[CH2:20][CH2:19][CH2:18][C@H:17]3[C:21]([O:23]C)=[O:22])=[O:15])=[CH:10][CH:9]=2)=[CH:4][C:3]=1[F:25].[CH3:26][C:27]1[CH:39]=[CH:38][C:30]2[N:31]=[C:32](S(C)(=O)=O)[O:33][C:29]=2[CH:28]=1.[OH-].[Na+]. (3) Given the product [Cl:1][C:2]1[N:7]=[C:6]([C:8]([NH2:18])=[O:9])[C:5]([NH:13][CH:14]2[CH2:17][O:16][CH2:15]2)=[CH:4][N:3]=1, predict the reactants needed to synthesize it. The reactants are: [Cl:1][C:2]1[N:7]=[C:6]([C:8](OCC)=[O:9])[C:5]([NH:13][CH:14]2[CH2:17][O:16][CH2:15]2)=[CH:4][N:3]=1.[NH3:18]. (4) Given the product [C:26]([N:30]1[CH2:39][CH2:38][C:37]2[C:32](=[CH:33][C:34]([NH:40][C:2]3[N:7]=[C:6]([NH:8][C@@H:9]4[CH2:14][CH2:13][CH2:12][N:11]([C:15](=[O:18])[CH:16]=[CH2:17])[CH2:10]4)[C:5]([F:19])=[CH:4][N:3]=3)=[CH:35][CH:36]=2)[CH2:31]1)([CH3:29])([CH3:27])[CH3:28], predict the reactants needed to synthesize it. The reactants are: Cl[C:2]1[N:7]=[C:6]([NH:8][C@@H:9]2[CH2:14][CH2:13][CH2:12][N:11]([C:15](=[O:18])[CH:16]=[CH2:17])[CH2:10]2)[C:5]([F:19])=[CH:4][N:3]=1.C([O-])([O-])=O.[Cs+].[Cs+].[C:26]([N:30]1[CH2:39][CH2:38][C:37]2[C:32](=[CH:33][C:34]([NH2:40])=[CH:35][CH:36]=2)[CH2:31]1)([CH3:29])([CH3:28])[CH3:27].CN(C1C(C2C(P(C3CCCCC3)C3CCCCC3)=CC=CC=2)=CC=CC=1)C.